This data is from Reaction yield outcomes from USPTO patents with 853,638 reactions. The task is: Predict the reaction yield, written as a fraction of the theoretical maximum amount of product (1.0 means a 100% yield; for example, 0.34 means a 34% yield). (1) The reactants are [S:1]1[CH:5]=[CH:4][C:3]([CH2:6][NH:7][CH:8]2[CH2:13][CH2:12][N:11]([CH:14]([CH3:28])[CH2:15][CH2:16][NH:17][C:18]([C:20]3[C:21]([CH3:27])=[N:22][CH:23]=[N:24][C:25]=3[CH3:26])=[O:19])[CH2:10][CH2:9]2)=[CH:2]1.[C:29]([O:33][C:34]([N:36]1[CH2:41][CH2:40][CH:39]([CH2:42][C:43](O)=[O:44])[CH2:38][CH2:37]1)=[O:35])([CH3:32])([CH3:31])[CH3:30].CCN=C=NCCCN(C)C.C1C=CC2N(O)N=NC=2C=1.CCN(C(C)C)C(C)C. The catalyst is C(Cl)Cl. The product is [C:29]([O:33][C:34]([N:36]1[CH2:41][CH2:40][CH:39]([CH2:42][C:43](=[O:44])[N:7]([CH:8]2[CH2:9][CH2:10][N:11]([CH:14]([CH3:28])[CH2:15][CH2:16][NH:17][C:18]([C:20]3[C:25]([CH3:26])=[N:24][CH:23]=[N:22][C:21]=3[CH3:27])=[O:19])[CH2:12][CH2:13]2)[CH2:6][C:3]2[CH:4]=[CH:5][S:1][CH:2]=2)[CH2:38][CH2:37]1)=[O:35])([CH3:32])([CH3:31])[CH3:30]. The yield is 0.800. (2) The reactants are C([N:8]([C:15]([C:31]1[CH:36]=[CH:35][C:34]([O:37][CH2:38][CH2:39][CH2:40][C:41]([F:44])([F:43])[F:42])=[CH:33][CH:32]=1)([C:20]([F:30])([F:29])[C:21](=[O:28])N1CCCCC1)[C:16]([F:19])([F:18])[F:17])[S:9]([C:11]([CH3:14])([CH3:13])[CH3:12])=[O:10])C1C=CC=CC=1.[C:45]1([CH3:53])[CH:50]=[CH:49][C:48]([Mg]Br)=[CH:47][CH:46]=1. The catalyst is C1COCC1. The product is [CH3:14][C:11]([S:9]([NH:8][C:15]([C:31]1[CH:32]=[CH:33][C:34]([O:37][CH2:38][CH2:39][CH2:40][C:41]([F:44])([F:42])[F:43])=[CH:35][CH:36]=1)([C:20]([F:30])([F:29])[C:21](=[O:28])[C:48]1[CH:49]=[CH:50][C:45]([CH3:53])=[CH:46][CH:47]=1)[C:16]([F:17])([F:18])[F:19])=[O:10])([CH3:12])[CH3:13]. The yield is 0.240. (3) The reactants are [O:1]=[C:2]1[NH:7][C:6]2[CH:8]=[C:9]([CH2:12][N:13]3[CH2:18][CH2:17][N:16]([C:19]4[CH:27]=[CH:26][C:22]([C:23]([OH:25])=O)=[CH:21][CH:20]=4)[CH2:15][CH2:14]3)[CH:10]=[N:11][C:5]=2[N:4]2[CH2:28][CH2:29][S:30][CH2:31][C@@H:3]12.C([N:34]([CH:38]([CH3:40])[CH3:39])C(C)C)C.C1(N)CC1. The catalyst is CN(C=O)C. The product is [CH:38]1([NH:34][C:23](=[O:25])[C:22]2[CH:21]=[CH:20][C:19]([N:16]3[CH2:15][CH2:14][N:13]([CH2:12][C:9]4[CH:10]=[N:11][C:5]5[N:4]6[CH2:28][CH2:29][S:30][CH2:31][C@H:3]6[C:2](=[O:1])[NH:7][C:6]=5[CH:8]=4)[CH2:18][CH2:17]3)=[CH:27][CH:26]=2)[CH2:40][CH2:39]1. The yield is 0.490. (4) The product is [CH2:1]([O:8][C:9]1[CH:14]=[CH:13][C:12]([N:15]2[CH:28]=[C:23]([O:24][CH3:25])[C:22](=[O:26])[C:17]([C:18]([O:20][CH3:21])=[O:19])=[N:16]2)=[C:11]([F:27])[CH:10]=1)[C:2]1[CH:3]=[CH:4][CH:5]=[CH:6][CH:7]=1. The yield is 0.930. No catalyst specified. The reactants are [CH2:1]([O:8][C:9]1[CH:14]=[CH:13][C:12]([NH:15][N:16]=[C:17]([C:22](=[O:26])[CH2:23][O:24][CH3:25])[C:18]([O:20][CH3:21])=[O:19])=[C:11]([F:27])[CH:10]=1)[C:2]1[CH:7]=[CH:6][CH:5]=[CH:4][CH:3]=1.[CH3:28]OC(OC)N(C)C. (5) The reactants are [CH2:1]([O:8][C:9]1[CH:17]=[CH:16][C:12]([C:13]([OH:15])=O)=[CH:11][CH:10]=1)[C:2]1[CH:7]=[CH:6][CH:5]=[CH:4][CH:3]=1.[NH2:18][C:19]1[C:20](=[O:30])[N:21]([CH2:27][CH2:28][CH3:29])[C:22](=[O:26])[NH:23][C:24]=1[NH2:25].CCN=C=NCCCN(C)C. The catalyst is CO. The product is [NH2:25][C:24]1[NH:23][C:22](=[O:26])[N:21]([CH2:27][CH2:28][CH3:29])[C:20](=[O:30])[C:19]=1[NH:18][C:13](=[O:15])[C:12]1[CH:11]=[CH:10][C:9]([O:8][CH2:1][C:2]2[CH:3]=[CH:4][CH:5]=[CH:6][CH:7]=2)=[CH:17][CH:16]=1. The yield is 0.380. (6) The reactants are C[O:2][C:3]([C:5]1[C:9]2[CH:10]=[C:11]([O:14][CH3:15])[CH:12]=[CH:13][C:8]=2[O:7][C:6]=1[C:16]1[CH:21]=[CH:20][C:19]([F:22])=[CH:18][CH:17]=1)=O.C(OC(C1C2C=C(OC)C=CC=2OC=1C1C=CC(F)=CC=1)=O)C.CI.C(=O)([O-])[O-].[K+].[K+].[C:54](#[N:56])C. No catalyst specified. The product is [CH3:54][NH:56][C:3]([C:5]1[C:9]2[CH:10]=[C:11]([O:14][CH3:15])[CH:12]=[CH:13][C:8]=2[O:7][C:6]=1[C:16]1[CH:21]=[CH:20][C:19]([F:22])=[CH:18][CH:17]=1)=[O:2]. The yield is 0.780. (7) The yield is 0.780. The catalyst is C1C=CC(/C=C/C(/C=C/C2C=CC=CC=2)=O)=CC=1.C1C=CC(/C=C/C(/C=C/C2C=CC=CC=2)=O)=CC=1.C1C=CC(/C=C/C(/C=C/C2C=CC=CC=2)=O)=CC=1.[Pd].[Pd].C1(C)C=CC=CC=1. The product is [Cl:12][C:5]1[C:4]2[C:9](=[CH:10][CH:11]=[C:2]([N:15]3[CH2:16][CH2:17][O:13][C:14]3=[O:18])[CH:3]=2)[CH:8]=[N:7][CH:6]=1. The reactants are Br[C:2]1[CH:3]=[C:4]2[C:9](=[CH:10][CH:11]=1)[CH:8]=[N:7][CH:6]=[C:5]2[Cl:12].[O:13]1[CH2:17][CH2:16][NH:15][C:14]1=[O:18].P([O-])([O-])([O-])=O.[K+].[K+].[K+].C1(P(C2CCCCC2)C2C=CC=CC=2C2C(C(C)C)=CC(C(C)C)=CC=2C(C)C)CCCCC1. (8) The product is [CH3:19][S:20]([O:23][C:24]1[CH:29]=[CH:28][C:27]([CH2:30][CH2:31][NH:32][C:2]2[C:3](=[O:18])[N:4]([CH:15]([CH3:17])[CH3:16])[S:5](=[O:14])(=[O:13])[C:6]=2[C:7]2[CH:12]=[CH:11][CH:10]=[CH:9][CH:8]=2)=[CH:26][CH:25]=1)(=[O:22])=[O:21]. The catalyst is CC#N. The reactants are Cl[C:2]1[C:3](=[O:18])[N:4]([CH:15]([CH3:17])[CH3:16])[S:5](=[O:14])(=[O:13])[C:6]=1[C:7]1[CH:12]=[CH:11][CH:10]=[CH:9][CH:8]=1.[CH3:19][S:20]([O:23][C:24]1[CH:29]=[CH:28][C:27]([CH2:30][CH2:31][NH2:32])=[CH:26][CH:25]=1)(=[O:22])=[O:21]. The yield is 0.850. (9) The reactants are [Br:1][C:2]1[CH:3]=[N:4][N:5]2[C:10](Cl)=[CH:9][C:8]([C:12]3[CH:17]=[CH:16][CH:15]=[CH:14][C:13]=3[Cl:18])=[N:7][C:6]=12.[C:19]([O:23][C:24]([N:26]1[CH2:31][CH2:30][CH2:29][CH2:28][CH:27]1[CH2:32][CH2:33][NH2:34])=[O:25])([CH3:22])([CH3:21])[CH3:20].C(N(C(C)C)CC)(C)C. The catalyst is O1CCOCC1. The product is [C:19]([O:23][C:24]([N:26]1[CH2:31][CH2:30][CH2:29][CH2:28][CH:27]1[CH2:32][CH2:33][NH:34][C:10]1[N:5]2[N:4]=[CH:3][C:2]([Br:1])=[C:6]2[N:7]=[C:8]([C:12]2[CH:17]=[CH:16][CH:15]=[CH:14][C:13]=2[Cl:18])[CH:9]=1)=[O:25])([CH3:22])([CH3:21])[CH3:20]. The yield is 0.790.